The task is: Predict the product of the given reaction.. This data is from Forward reaction prediction with 1.9M reactions from USPTO patents (1976-2016). (1) Given the reactants N1C2=N[CH:7]=[C:8]([CH2:10]O)[CH:9]=[C:4]2[CH:3]=C1.[Si:12](Cl)([C:15]([CH3:18])([CH3:17])[CH3:16])(C)C.N1[CH:24]=[CH:23][N:22]=C1.C[N:26]([CH3:29])[CH:27]=O.C(=O)(O)[O-:31].[Na+], predict the reaction product. The product is: [C:15]([SiH2:12][O:31][C:8]([CH3:10])([CH3:7])[C:9]1[CH:4]=[C:3]2[CH:24]=[CH:23][NH:22][C:29]2=[N:26][CH:27]=1)([CH3:18])([CH3:17])[CH3:16]. (2) Given the reactants [NH2:1][C:2]1[C:7]2=[C:8]([C:16]3[CH:21]=[CH:20][C:19]([NH:22]C(OC(C)(C)C)=O)=[C:18]([F:30])[CH:17]=3)[C:9]([C:11]([O:13][CH2:14][CH3:15])=[O:12])=[CH:10][N:6]2[N:5]=[CH:4][N:3]=1.O1CCOCC1.[ClH:37], predict the reaction product. The product is: [ClH:37].[NH2:1][C:2]1[C:7]2=[C:8]([C:16]3[CH:21]=[CH:20][C:19]([NH2:22])=[C:18]([F:30])[CH:17]=3)[C:9]([C:11]([O:13][CH2:14][CH3:15])=[O:12])=[CH:10][N:6]2[N:5]=[CH:4][N:3]=1.